Dataset: Forward reaction prediction with 1.9M reactions from USPTO patents (1976-2016). Task: Predict the product of the given reaction. (1) The product is: [CH2:1]([O:3][C:4]([C:6]1[C:7]([CH2:18][Br:26])=[C:8]2[C:13]([Cl:14])=[C:12]([C:15]#[N:16])[CH:11]=[N:10][N:9]2[CH:17]=1)=[O:5])[CH3:2]. Given the reactants [CH2:1]([O:3][C:4]([C:6]1[C:7]([CH3:18])=[C:8]2[C:13]([Cl:14])=[C:12]([C:15]#[N:16])[CH:11]=[N:10][N:9]2[CH:17]=1)=[O:5])[CH3:2].C1C(=O)N([Br:26])C(=O)C1, predict the reaction product. (2) Given the reactants [F:1][C:2]1[C:10]([F:11])=[C:9]([O:12][CH3:13])[CH:8]=[CH:7][C:3]=1[C:4]([NH2:6])=[O:5].FC1C=C(C=C([N+:26]([O-:28])=[O:27])C=1OC)C(N)=O, predict the reaction product. The product is: [F:1][C:2]1[C:10]([F:11])=[C:9]([O:12][CH3:13])[C:8]([N+:26]([O-:28])=[O:27])=[CH:7][C:3]=1[C:4]([NH2:6])=[O:5]. (3) Given the reactants F[C:2]1[CH:3]=[C:4]([CH:24]=[C:25]([C:27]([F:30])([F:29])[F:28])[CH:26]=1)[C:5]([N:7]([C:9]1[CH:10]=[N:11][CH:12]=[CH:13][C:14]=1[C:15]1[CH:20]=[CH:19][C:18]([F:21])=[CH:17][C:16]=1[O:22][CH3:23])[CH3:8])=[O:6].[CH2:31]1[C:34]2([CH2:37][N:36]([S:38](C3C=C(C=C(C(F)(F)F)C=3)C(O)=O)(=[O:40])=[O:39])[CH2:35]2)[CH2:33][O:32]1, predict the reaction product. The product is: [F:21][C:18]1[CH:19]=[CH:20][C:15]([C:14]2[CH:13]=[CH:12][N:11]=[CH:10][C:9]=2[N:7]([CH3:8])[C:5](=[O:6])[C:4]2[CH:24]=[C:25]([C:27]([F:30])([F:28])[F:29])[CH:26]=[C:2]([S:38]([N:36]3[CH2:37][C:34]4([CH2:31][O:32][CH2:33]4)[CH2:35]3)(=[O:40])=[O:39])[CH:3]=2)=[C:16]([O:22][CH3:23])[CH:17]=1. (4) Given the reactants [CH3:1][N:2]1[CH2:7][CH2:6][N:5]([C:8]2[CH:9]=[C:10]([CH2:14][C:15]([OH:17])=O)[CH:11]=[N:12][CH:13]=2)[CH2:4][CH2:3]1.C(C1NC=CN=1)(C1[NH:21]C=CN=1)=O.[NH4+].[OH-], predict the reaction product. The product is: [CH3:1][N:2]1[CH2:7][CH2:6][N:5]([C:8]2[CH:9]=[C:10]([CH2:14][C:15]([NH2:21])=[O:17])[CH:11]=[N:12][CH:13]=2)[CH2:4][CH2:3]1.